Dataset: Peptide-MHC class II binding affinity with 134,281 pairs from IEDB. Task: Regression. Given a peptide amino acid sequence and an MHC pseudo amino acid sequence, predict their binding affinity value. This is MHC class II binding data. (1) The peptide sequence is GELQIVDVIDAAFKI. The MHC is DRB1_0101 with pseudo-sequence DRB1_0101. The binding affinity (normalized) is 0.638. (2) The peptide sequence is FLHSEEGSRAYRNAL. The MHC is DRB1_0404 with pseudo-sequence DRB1_0404. The binding affinity (normalized) is 0.497.